This data is from Forward reaction prediction with 1.9M reactions from USPTO patents (1976-2016). The task is: Predict the product of the given reaction. Given the reactants [OH:1][CH:2]1[CH:7]([C:8]2[CH:13]=[CH:12][C:11]([OH:14])=[CH:10][CH:9]=2)[CH2:6][CH2:5][N:4]([C:15]([O:17][C:18]([CH3:21])([CH3:20])[CH3:19])=[O:16])[CH2:3]1.Br[CH2:23][CH2:24][CH2:25][O:26][C:27]1[CH:32]=[CH:31][C:30]([F:33])=[CH:29][CH:28]=1, predict the reaction product. The product is: [F:33][C:30]1[CH:31]=[CH:32][C:27]([O:26][CH2:25][CH2:24][CH2:23][O:14][C:11]2[CH:10]=[CH:9][C:8]([CH:7]3[CH2:6][CH2:5][N:4]([C:15]([O:17][C:18]([CH3:21])([CH3:20])[CH3:19])=[O:16])[CH2:3][CH:2]3[OH:1])=[CH:13][CH:12]=2)=[CH:28][CH:29]=1.